This data is from Catalyst prediction with 721,799 reactions and 888 catalyst types from USPTO. The task is: Predict which catalyst facilitates the given reaction. (1) Reactant: [CH:1]1([C:7]2[C:8]3[S:22][C:21]([C:23]([O:25][CH3:26])=[O:24])=[CH:20][C:9]=3[NH:10][C:11]=2[C:12]2[CH:17]=[CH:16][CH:15]=[CH:14][C:13]=2[CH:18]=[CH2:19])[CH2:6][CH2:5][CH2:4][CH2:3][CH2:2]1.[H-].[Na+].[CH2:29](Br)[CH:30]=[CH2:31]. Product: [CH2:31]([N:10]1[C:11]([C:12]2[CH:17]=[CH:16][CH:15]=[CH:14][C:13]=2[CH:18]=[CH2:19])=[C:7]([CH:1]2[CH2:6][CH2:5][CH2:4][CH2:3][CH2:2]2)[C:8]2[S:22][C:21]([C:23]([O:25][CH3:26])=[O:24])=[CH:20][C:9]1=2)[CH:30]=[CH2:29]. The catalyst class is: 3. (2) Reactant: [C:1]([C:5]1[CH:6]=[C:7]([CH:38]=[CH:39][CH:40]=1)[CH2:8][NH:9][C@@H:10]1[C@@H:15]([OH:16])[C@H:14]([CH2:17][C:18]2[CH:23]=[C:22]([O:24][C@H:25]([CH2:30][O:31][CH3:32])[C:26]([F:29])([F:28])[F:27])[C:21]([N+:33]([O-])=O)=[C:20]([F:36])[CH:19]=2)[CH2:13][S@:12](=[O:37])[CH2:11]1)([CH3:4])([CH3:3])[CH3:2]. Product: [NH2:33][C:21]1[C:22]([O:24][C@H:25]([CH2:30][O:31][CH3:32])[C:26]([F:29])([F:27])[F:28])=[CH:23][C:18]([CH2:17][C@H:14]2[C@H:15]([OH:16])[C@@H:10]([NH:9][CH2:8][C:7]3[CH:38]=[CH:39][CH:40]=[C:5]([C:1]([CH3:4])([CH3:2])[CH3:3])[CH:6]=3)[CH2:11][S@@:12](=[O:37])[CH2:13]2)=[CH:19][C:20]=1[F:36]. The catalyst class is: 513. (3) Reactant: [H-].[Na+].[OH:3][C@@H:4]1[CH2:8][CH2:7][CH2:6][C@H:5]1[O:9][C:10]1[C:15]2[C:16]([O:19][CH2:20][CH:21]3[CH2:26][CH2:25][N:24]([C:27]([O:29][C:30]([CH3:33])([CH3:32])[CH3:31])=[O:28])[CH2:23][CH2:22]3)=[N:17][O:18][C:14]=2[CH:13]=[CH:12][CH:11]=1.[CH3:34]I.O. Product: [CH3:34][O:3][C@@H:4]1[CH2:8][CH2:7][CH2:6][C@H:5]1[O:9][C:10]1[C:15]2[C:16]([O:19][CH2:20][CH:21]3[CH2:26][CH2:25][N:24]([C:27]([O:29][C:30]([CH3:33])([CH3:32])[CH3:31])=[O:28])[CH2:23][CH2:22]3)=[N:17][O:18][C:14]=2[CH:13]=[CH:12][CH:11]=1. The catalyst class is: 7. (4) Reactant: [C:1]([C:3]1[CH:4]=[C:5]([C:25]2[CH:30]=[CH:29][CH:28]=[CH:27][CH:26]=2)[CH:6]=[C:7]2[C:11]=1[NH:10][N:9]=[C:8]2[CH:12]1[CH2:17][CH2:16][N:15]([C:18]([O:20][C:21]([CH3:24])([CH3:23])[CH3:22])=[O:19])[CH2:14][CH2:13]1)#[N:2].[OH-:31].[K+]. Product: [NH2:2][C:1]([C:3]1[CH:4]=[C:5]([C:25]2[CH:26]=[CH:27][CH:28]=[CH:29][CH:30]=2)[CH:6]=[C:7]2[C:11]=1[NH:10][N:9]=[C:8]2[CH:12]1[CH2:17][CH2:16][N:15]([C:18]([O:20][C:21]([CH3:24])([CH3:23])[CH3:22])=[O:19])[CH2:14][CH2:13]1)=[O:31]. The catalyst class is: 51. (5) Reactant: [N:1]1[O:2][N:3]=[C:4]2[CH:9]=[C:8]([C:10]3[O:14][C:13]([CH3:16])([CH3:15])[C:12](=[O:17])[C:11]=3Br)[CH:7]=[CH:6][C:5]=12.CC1(C)C(C)(C)OB([C:27]2[CH:44]=[CH:43][C:30]([O:31][CH2:32][C:33]3[CH:42]=[CH:41][C:40]4[C:35](=[CH:36][CH:37]=[CH:38][CH:39]=4)[N:34]=3)=[CH:29][CH:28]=2)O1.C([O-])([O-])=O.[Cs+].[Cs+]. Product: [N:1]1[O:2][N:3]=[C:4]2[CH:9]=[C:8]([C:10]3[O:14][C:13]([CH3:16])([CH3:15])[C:12](=[O:17])[C:11]=3[C:27]3[CH:28]=[CH:29][C:30]([O:31][CH2:32][C:33]4[CH:42]=[CH:41][C:40]5[C:35](=[CH:36][CH:37]=[CH:38][CH:39]=5)[N:34]=4)=[CH:43][CH:44]=3)[CH:7]=[CH:6][C:5]=12. The catalyst class is: 93. (6) Reactant: C([O:5][C:6](=[O:31])[CH2:7][CH:8]([N:15]([CH2:24][C:25]1[CH:30]=[CH:29][CH:28]=[CH:27][CH:26]=1)[CH:16]([C:18]1[CH:23]=[CH:22][CH:21]=[CH:20][CH:19]=1)[CH3:17])[CH:9]1[CH2:14][CH2:13][CH2:12][CH2:11][CH2:10]1)(C)(C)C.FC(F)(F)C(O)=O. Product: [CH2:24]([N:15]([CH:16]([C:18]1[CH:23]=[CH:22][CH:21]=[CH:20][CH:19]=1)[CH3:17])[CH:8]([CH:9]1[CH2:14][CH2:13][CH2:12][CH2:11][CH2:10]1)[CH2:7][C:6]([OH:31])=[O:5])[C:25]1[CH:26]=[CH:27][CH:28]=[CH:29][CH:30]=1. The catalyst class is: 4. (7) Reactant: C1(C)C=CC=CC=1.[F:8][C:9]([F:22])([F:21])[C:10]1[CH:15]=[CH:14][C:13](/[CH:16]=[CH:17]/[C:18]([NH2:20])=[O:19])=[CH:12][CH:11]=1.[Cl:23][CH2:24][C:25]([CH2:27]Cl)=O. Product: [Cl:23][CH2:24][C:25]1[N:20]=[C:18](/[CH:17]=[CH:16]/[C:13]2[CH:12]=[CH:11][C:10]([C:9]([F:21])([F:22])[F:8])=[CH:15][CH:14]=2)[O:19][CH:27]=1. The catalyst class is: 6. (8) Reactant: [Li+].CC([N-]C(C)C)C.[CH2:9]([O:16][C:17]1[CH:18]=[C:19]([F:24])[C:20]([CH3:23])=[N:21][CH:22]=1)[C:10]1[CH:15]=[CH:14][CH:13]=[CH:12][CH:11]=1.CN(CCN(C)C)C.[C:33](=O)([O:36]C)[O:34][CH3:35]. Product: [CH2:9]([O:16][C:17]1[CH:18]=[C:19]([F:24])[C:20]([CH2:23][C:33]([O:34][CH3:35])=[O:36])=[N:21][CH:22]=1)[C:10]1[CH:11]=[CH:12][CH:13]=[CH:14][CH:15]=1. The catalyst class is: 20.